From a dataset of Forward reaction prediction with 1.9M reactions from USPTO patents (1976-2016). Predict the product of the given reaction. (1) Given the reactants C(N(CC)CC)C.Cl.Cl.[NH2:10][C:11]1[C:20]2[N:21]=[C:22]([CH2:32][CH3:33])[N:23]([CH2:24][C:25]3([OH:31])[CH2:30][CH2:29][NH:28][CH2:27][CH2:26]3)[C:19]=2[C:18]2[N:17]=[CH:16][CH:15]=[CH:14][C:13]=2[N:12]=1.[CH3:34][S:35](O[S:35]([CH3:34])(=[O:37])=[O:36])(=[O:37])=[O:36], predict the reaction product. The product is: [NH2:10][C:11]1[C:20]2[N:21]=[C:22]([CH2:32][CH3:33])[N:23]([CH2:24][C:25]3([OH:31])[CH2:30][CH2:29][N:28]([S:35]([CH3:34])(=[O:37])=[O:36])[CH2:27][CH2:26]3)[C:19]=2[C:18]2[N:17]=[CH:16][CH:15]=[CH:14][C:13]=2[N:12]=1. (2) The product is: [Cl:9][C:10]1[CH:11]=[C:12]2[C:16](=[CH:17][CH:18]=1)[C:15](=[O:19])[N:14]([C:2]1[CH:3]=[N:4][CH:5]=[C:6]([I:8])[CH:7]=1)[C:13]2([CH3:21])[CH3:20]. Given the reactants I[C:2]1[CH:3]=[N:4][CH:5]=[C:6]([I:8])[CH:7]=1.[Cl:9][C:10]1[CH:11]=[C:12]2[C:16](=[CH:17][CH:18]=1)[C:15](=[O:19])[NH:14][C:13]2([CH3:21])[CH3:20].[O-]P([O-])([O-])=O.[K+].[K+].[K+].N[C@H]1CCCC[C@@H]1N, predict the reaction product. (3) Given the reactants [NH2:1][C:2]1[CH:7]=[CH:6][CH:5]=[CH:4][C:3]=1[C:8]1([OH:11])[CH2:10][CH2:9]1.[CH3:12][C:13]([NH:18][C:19](=[O:25])[O:20][C:21]([CH3:24])([CH3:23])[CH3:22])([CH3:17])[CH2:14][CH:15]=O, predict the reaction product. The product is: [OH:11][C:8]1([C:3]2[CH:4]=[CH:5][CH:6]=[CH:7][C:2]=2[NH:1][CH2:15][CH2:14][C:13]([NH:18][C:19](=[O:25])[O:20][C:21]([CH3:24])([CH3:23])[CH3:22])([CH3:17])[CH3:12])[CH2:9][CH2:10]1. (4) Given the reactants [CH3:1][CH2:2][CH2:3][CH2:4][CH2:5][CH2:6][CH2:7][CH2:8][CH2:9][CH2:10][CH2:11][CH2:12][O:13][C:14]([CH:16]([N:18]([CH3:20])[CH3:19])[CH3:17])=[O:15].[OH:21][CH2:22][CH2:23][S:24]([OH:27])(=[O:26])=[O:25], predict the reaction product. The product is: [OH:21][CH2:22][CH2:23][S:24]([OH:27])(=[O:26])=[O:25].[CH3:19][N:18]([CH3:20])[CH:16]([CH3:17])[C:14]([O:13][CH2:12][CH2:11][CH2:10][CH2:9][CH2:8][CH2:7][CH2:6][CH2:5][CH2:4][CH2:3][CH2:2][CH3:1])=[O:15]. (5) Given the reactants [Cl:1][C:2]1[N:7]2[N:8]=[C:9]([C:25]3[CH:30]=[CH:29][C:28]([F:31])=[CH:27][CH:26]=3)[C:10]([C:11]3[CH:16]=[C:15]([CH2:17]I)[N:14]=[C:13]([NH:19][CH:20]4[CH2:24][CH2:23][CH2:22][CH2:21]4)[N:12]=3)=[C:6]2[CH:5]=[CH:4][CH:3]=1.[CH3:32][NH:33][CH3:34], predict the reaction product. The product is: [Cl:1][C:2]1[N:7]2[N:8]=[C:9]([C:25]3[CH:30]=[CH:29][C:28]([F:31])=[CH:27][CH:26]=3)[C:10]([C:11]3[CH:16]=[C:15]([CH2:17][N:33]([CH3:34])[CH3:32])[N:14]=[C:13]([NH:19][CH:20]4[CH2:24][CH2:23][CH2:22][CH2:21]4)[N:12]=3)=[C:6]2[CH:5]=[CH:4][CH:3]=1. (6) Given the reactants [NH2:1][CH:2]([C:8]#[N:9])[C:3]([O:5][CH2:6][CH3:7])=[O:4].[CH:10](OCC#N)=[O:11], predict the reaction product. The product is: [C:8]([CH:2]([NH:1][CH:10]=[O:11])[C:3]([O:5][CH2:6][CH3:7])=[O:4])#[N:9].